This data is from Full USPTO retrosynthesis dataset with 1.9M reactions from patents (1976-2016). The task is: Predict the reactants needed to synthesize the given product. Given the product [C:1]([O:5][C:6](=[O:42])[C:7]([S:10][C:11]1[S:12][CH:13]=[C:14]([CH2:16][CH2:17][N:18]([CH2:27][C:28]2[CH:29]=[CH:30][C:31]([NH2:34])=[CH:32][CH:33]=2)[C:19]2[N:24]=[CH:23][C:22]([CH2:25][CH3:26])=[CH:21][N:20]=2)[N:15]=1)([CH3:8])[CH3:9])([CH3:2])([CH3:3])[CH3:4], predict the reactants needed to synthesize it. The reactants are: [C:1]([O:5][C:6](=[O:42])[C:7]([S:10][C:11]1[S:12][CH:13]=[C:14]([CH2:16][CH2:17][N:18]([CH2:27][C:28]2[CH:33]=[CH:32][C:31]([NH:34]C(OC(C)(C)C)=O)=[CH:30][CH:29]=2)[C:19]2[N:24]=[CH:23][C:22]([CH2:25][CH3:26])=[CH:21][N:20]=2)[N:15]=1)([CH3:9])[CH3:8])([CH3:4])([CH3:3])[CH3:2].O.C1(C)C=CC(S(O)(=O)=O)=CC=1.